Dataset: Forward reaction prediction with 1.9M reactions from USPTO patents (1976-2016). Task: Predict the product of the given reaction. (1) Given the reactants [CH:1]1([C:4]2[N:8]([C:9]3[CH:14]=[CH:13][C:12]([O:15][C:16]([F:19])([F:18])[F:17])=[CH:11][CH:10]=3)[N:7]=[C:6]([CH3:20])[C:5]=2[C:21](O)=[O:22])[CH2:3][CH2:2]1.Cl.Cl.[NH:26]1[CH2:31][CH2:30][CH:29]([N:32]2[CH2:36][CH2:35][CH2:34][C@H:33]2[CH2:37][OH:38])[CH2:28][CH2:27]1, predict the reaction product. The product is: [CH:1]1([C:4]2[N:8]([C:9]3[CH:10]=[CH:11][C:12]([O:15][C:16]([F:18])([F:19])[F:17])=[CH:13][CH:14]=3)[N:7]=[C:6]([CH3:20])[C:5]=2[C:21]([N:26]2[CH2:27][CH2:28][CH:29]([N:32]3[CH2:36][CH2:35][CH2:34][C@H:33]3[CH2:37][OH:38])[CH2:30][CH2:31]2)=[O:22])[CH2:2][CH2:3]1. (2) Given the reactants [NH2:1][C:2]1[C:3](=[O:9])[NH:4][C:5](=[O:8])[NH:6][CH:7]=1.[C:10]([C:16]([O:18][CH3:19])=[O:17])#[C:11][C:12]([O:14][CH3:15])=[O:13], predict the reaction product. The product is: [O:8]=[C:5]1[NH:4][C:3](=[O:9])[C:2]([NH:1]/[C:11](=[CH:10]/[C:16]([O:18][CH3:19])=[O:17])/[C:12]([O:14][CH3:15])=[O:13])=[CH:7][NH:6]1. (3) The product is: [CH3:15][O:16][C:17]1[CH:24]=[CH:23][CH:22]=[CH:21][C:18]=1[CH2:19][NH:20][C:2]1[CH:11]=[CH:10][C:9]2[C:4](=[CH:5][CH:6]=[C:7]([NH:12][C:33](=[O:34])[CH2:32][N:29]3[CH2:30][CH2:31][N:26]([CH3:25])[CH2:27][CH2:28]3)[CH:8]=2)[N:3]=1. Given the reactants Cl[C:2]1[CH:11]=[CH:10][C:9]2[C:4](=[CH:5][CH:6]=[C:7]([N+:12]([O-])=O)[CH:8]=2)[N:3]=1.[CH3:15][O:16][C:17]1[CH:24]=[CH:23][CH:22]=[CH:21][C:18]=1[CH2:19][NH2:20].[CH3:25][N:26]1[CH2:31][CH2:30][N:29]([CH2:32][C:33](O)=[O:34])[CH2:28][CH2:27]1, predict the reaction product. (4) The product is: [CH3:1][N:2]([CH3:17])[C:3]([N:5]1[CH2:9][CH:8]2[CH2:10][C:11]([CH3:16])([C:13]([N:31]=[N+:32]=[N-:33])=[O:14])[CH2:12][CH:7]2[CH2:6]1)=[O:4]. Given the reactants [CH3:1][N:2]([CH3:17])[C:3]([N:5]1[CH2:9][CH:8]2[CH2:10][C:11]([CH3:16])([C:13](O)=[O:14])[CH2:12][CH:7]2[CH2:6]1)=[O:4].C(N(CC)CC)C.ClC(OCC)=O.[N-:31]=[N+:32]=[N-:33].[Na+], predict the reaction product. (5) Given the reactants C(OC(=O)C)(=O)C.C([O-])(=O)C.[K+].[N:13](OCCC(C)C)=O.[C:21]([C:23]1[CH:28]=[CH:27][C:26]([NH:29]C(=O)C)=[C:25]([CH3:33])[C:24]=1[CH3:34])#[N:22], predict the reaction product. The product is: [CH3:34][C:24]1[C:23]([C:21]#[N:22])=[CH:28][CH:27]=[C:26]2[C:25]=1[CH:33]=[N:13][NH:29]2.